Task: Regression. Given two drug SMILES strings and cell line genomic features, predict the synergy score measuring deviation from expected non-interaction effect.. Dataset: NCI-60 drug combinations with 297,098 pairs across 59 cell lines (1) Drug 1: C1C(C(OC1N2C=C(C(=O)NC2=O)F)CO)O. Drug 2: C#CCC(CC1=CN=C2C(=N1)C(=NC(=N2)N)N)C3=CC=C(C=C3)C(=O)NC(CCC(=O)O)C(=O)O. Cell line: HOP-62. Synergy scores: CSS=21.8, Synergy_ZIP=-4.60, Synergy_Bliss=-4.17, Synergy_Loewe=-9.55, Synergy_HSA=-1.33. (2) Drug 1: CC1=CC=C(C=C1)C2=CC(=NN2C3=CC=C(C=C3)S(=O)(=O)N)C(F)(F)F. Drug 2: C1=NC2=C(N1)C(=S)N=CN2. Cell line: UACC62. Synergy scores: CSS=15.0, Synergy_ZIP=-0.493, Synergy_Bliss=-2.20, Synergy_Loewe=-32.6, Synergy_HSA=-2.77. (3) Drug 1: C#CCC(CC1=CN=C2C(=N1)C(=NC(=N2)N)N)C3=CC=C(C=C3)C(=O)NC(CCC(=O)O)C(=O)O. Drug 2: C1CCC(C(C1)N)N.C(=O)(C(=O)[O-])[O-].[Pt+4]. Cell line: NCI-H322M. Synergy scores: CSS=3.24, Synergy_ZIP=0.0765, Synergy_Bliss=2.70, Synergy_Loewe=-1.03, Synergy_HSA=-1.47. (4) Drug 1: CC1=C(C=C(C=C1)NC2=NC=CC(=N2)N(C)C3=CC4=NN(C(=C4C=C3)C)C)S(=O)(=O)N.Cl. Drug 2: CC1C(C(CC(O1)OC2CC(CC3=C2C(=C4C(=C3O)C(=O)C5=CC=CC=C5C4=O)O)(C(=O)C)O)N)O. Cell line: SK-MEL-2. Synergy scores: CSS=50.5, Synergy_ZIP=15.6, Synergy_Bliss=14.2, Synergy_Loewe=-36.1, Synergy_HSA=9.82. (5) Drug 1: CCC1(CC2CC(C3=C(CCN(C2)C1)C4=CC=CC=C4N3)(C5=C(C=C6C(=C5)C78CCN9C7C(C=CC9)(C(C(C8N6C)(C(=O)OC)O)OC(=O)C)CC)OC)C(=O)OC)O.OS(=O)(=O)O. Drug 2: C1=CN(C=N1)CC(O)(P(=O)(O)O)P(=O)(O)O. Cell line: NCI/ADR-RES. Synergy scores: CSS=7.55, Synergy_ZIP=-2.51, Synergy_Bliss=-0.357, Synergy_Loewe=-1.80, Synergy_HSA=-0.434. (6) Drug 1: C1CCC(C1)C(CC#N)N2C=C(C=N2)C3=C4C=CNC4=NC=N3. Drug 2: C1=CC(=CC=C1CC(C(=O)O)N)N(CCCl)CCCl.Cl. Cell line: SK-MEL-2. Synergy scores: CSS=-3.02, Synergy_ZIP=3.07, Synergy_Bliss=-0.337, Synergy_Loewe=-9.45, Synergy_HSA=-6.50. (7) Drug 1: CC12CCC3C(C1CCC2=O)CC(=C)C4=CC(=O)C=CC34C. Drug 2: C1=CN(C=N1)CC(O)(P(=O)(O)O)P(=O)(O)O. Cell line: HOP-62. Synergy scores: CSS=2.11, Synergy_ZIP=-10.6, Synergy_Bliss=-23.7, Synergy_Loewe=-25.3, Synergy_HSA=-25.6.